From a dataset of Forward reaction prediction with 1.9M reactions from USPTO patents (1976-2016). Predict the product of the given reaction. Given the reactants C([O:8][C:9](=[O:21])[CH2:10][N:11]1[C:19]2[CH2:18][CH2:17][N:16]([CH3:20])[CH2:15][C:14]=2[N:13]=[CH:12]1)C1C=CC=CC=1, predict the reaction product. The product is: [CH3:20][N:16]1[CH2:17][CH2:18][C:19]2[N:11]([CH2:10][C:9]([OH:21])=[O:8])[CH:12]=[N:13][C:14]=2[CH2:15]1.